This data is from Full USPTO retrosynthesis dataset with 1.9M reactions from patents (1976-2016). The task is: Predict the reactants needed to synthesize the given product. Given the product [CH3:23][O:24][CH2:25][CH2:26][O:27][C:8]1[S:7][C:6]([C:4]([O:3][CH2:1][CH3:2])=[O:5])=[C:10]2[C:9]=1[C:17]1[N:16]([CH3:18])[N:15]=[CH:14][C:13]=1[CH2:12][CH2:11]2, predict the reactants needed to synthesize it. The reactants are: [CH2:1]([O:3][C:4]([C:6]1[S:7][C:8](S(C)(=O)=O)=[C:9]2[C:17]3[N:16]([CH3:18])[N:15]=[CH:14][C:13]=3[CH2:12][CH2:11][C:10]=12)=[O:5])[CH3:2].[CH3:23][O:24][CH2:25][CH2:26][OH:27].[H-].[Na+].O.